From a dataset of Forward reaction prediction with 1.9M reactions from USPTO patents (1976-2016). Predict the product of the given reaction. (1) Given the reactants Cl.[NH2:2][CH2:3][CH2:4][O:5][C:6]1[CH:15]=[CH:14][C:13]([Cl:16])=[CH:12][C:7]=1[C:8]([O:10][CH3:11])=[O:9].[C:17](Cl)(=[O:20])[CH2:18][CH3:19], predict the reaction product. The product is: [Cl:16][C:13]1[CH:14]=[CH:15][C:6]([O:5][CH2:4][CH2:3][NH:2][C:17](=[O:20])[CH2:18][CH3:19])=[C:7]([CH:12]=1)[C:8]([O:10][CH3:11])=[O:9]. (2) Given the reactants [NH2:1][CH2:2][CH2:3][NH:4][CH2:5][CH2:6][NH:7][C:8]1[N:9]=[N+:10]([O-:19])[C:11]2[CH:18]=[CH:17][CH:16]=[CH:15][C:12]=2[N+:13]=1[O-:14].N1([C:25]([C:27]2[C:40]3[C:31](=[CH:32][C:33]4[C:38]([N:39]=3)=[CH:37][CH:36]=[CH:35][CH:34]=4)[CH:30]=[CH:29][CH:28]=2)=[O:26])C=CN=C1, predict the reaction product. The product is: [O-:19][N+:10]1[C:11]2[CH:18]=[CH:17][CH:16]=[CH:15][C:12]=2[N+:13]([O-:14])=[C:8]([NH:7][CH2:6][CH2:5][NH:4][CH2:3][CH2:2][NH:1][C:25]([C:27]2[C:40]3[C:31](=[CH:32][C:33]4[C:38]([N:39]=3)=[CH:37][CH:36]=[CH:35][CH:34]=4)[CH:30]=[CH:29][CH:28]=2)=[O:26])[N:9]=1. (3) The product is: [CH3:16][C:12]1([CH3:17])[CH2:13][CH2:14][CH2:15][N:10]([C:8]([C:6]2[CH:5]=[CH:4][CH:3]=[C:2]([N:29]3[CH2:28][CH2:27][N:26]([C:23]4[CH:22]=[CH:21][C:20]([O:19][CH3:18])=[CH:25][CH:24]=4)[CH2:31][CH2:30]3)[N:7]=2)=[O:9])[CH2:11]1. Given the reactants Br[C:2]1[N:7]=[C:6]([C:8]([N:10]2[CH2:15][CH2:14][CH2:13][C:12]([CH3:17])([CH3:16])[CH2:11]2)=[O:9])[CH:5]=[CH:4][CH:3]=1.[CH3:18][O:19][C:20]1[CH:25]=[CH:24][C:23]([N:26]2[CH2:31][CH2:30][NH:29][CH2:28][CH2:27]2)=[CH:22][CH:21]=1.CC(C)([O-])C.[Na+], predict the reaction product. (4) Given the reactants [C:1](Cl)(=O)[C:2]([Cl:4])=[O:3].[Cl:7][CH2:8][C:9]1[CH:17]=[CH:16]C(C(O)=O)=[CH:11][CH:10]=1, predict the reaction product. The product is: [Cl:7][CH2:8][C:9]1[CH:17]=[CH:16][C:1]([C:2]([Cl:4])=[O:3])=[CH:11][CH:10]=1. (5) Given the reactants [F:1][C:2]([F:9])([F:8])[CH2:3][CH2:4][C:5](O)=[O:6].C([N:15]1[CH2:20][CH2:19][CH:18]([NH:21][C:22]([NH:24][C:25]2[CH:30]=[CH:29][C:28]([C:31]([F:34])([F:33])[F:32])=[CH:27][CH:26]=2)=[O:23])[CH2:17][CH2:16]1)(=O)C(C)C, predict the reaction product. The product is: [F:1][C:2]([F:9])([F:8])[CH2:3][CH2:4][C:5]([N:15]1[CH2:20][CH2:19][CH:18]([NH:21][C:22]([NH:24][C:25]2[CH:30]=[CH:29][C:28]([C:31]([F:32])([F:33])[F:34])=[CH:27][CH:26]=2)=[O:23])[CH2:17][CH2:16]1)=[O:6].